Dataset: Reaction yield outcomes from USPTO patents with 853,638 reactions. Task: Predict the reaction yield, written as a fraction of the theoretical maximum amount of product (1.0 means a 100% yield; for example, 0.34 means a 34% yield). (1) The reactants are [F:1][C:2]([F:10])([F:9])[CH:3]([OH:8])[CH2:4][C:5]([NH2:7])=O.[H-].[H-].[H-].[H-].[Li+].[Al+3].O.[OH-].[Na+]. The catalyst is C1COCC1. The product is [NH2:7][CH2:5][CH2:4][CH:3]([OH:8])[C:2]([F:10])([F:9])[F:1]. The yield is 0.796. (2) The reactants are [Cl:1][C:2]1[CH:3]=[C:4]([NH:9][C:10]2[C:14]3[CH:15]=[C:16]([C:19]4[CH:24]=[CH:23][CH:22]=[CH:21][CH:20]=4)[CH:17]=[CH:18][C:13]=3[S:12][C:11]=2[N+:25]([O-])=O)[CH:5]=[CH:6][C:7]=1[F:8]. The catalyst is CO.[Pd]. The product is [Cl:1][C:2]1[CH:3]=[C:4]([NH:9][C:10]2[C:14]3[CH:15]=[C:16]([C:19]4[CH:24]=[CH:23][CH:22]=[CH:21][CH:20]=4)[CH:17]=[CH:18][C:13]=3[S:12][C:11]=2[NH2:25])[CH:5]=[CH:6][C:7]=1[F:8]. The yield is 0.580. (3) The reactants are [H-].[Na+].[C:3]([Si:7]([CH3:19])([CH3:18])[O:8][C:9]1[CH:17]=[CH:16][CH:15]=[C:14]2[C:10]=1[CH:11]=[CH:12][NH:13]2)([CH3:6])([CH3:5])[CH3:4].[Br-].[C:21](#[N:23])[CH3:22]. The catalyst is CN(C)C=O.[Cl-].[Na+].O.O. The product is [Si:7]([O:8][C:9]1[CH:17]=[CH:16][CH:15]=[C:14]2[C:10]=1[CH:11]=[CH:12][N:13]2[CH2:22][C:21]#[N:23])([C:3]([CH3:6])([CH3:5])[CH3:4])([CH3:19])[CH3:18]. The yield is 0.390. (4) The reactants are [OH:1][C:2]1[C:11]2[C:6](=[CH:7][CH:8]=[CH:9][CH:10]=2)[C:5]([CH3:17])([CH2:12][CH2:13][CH:14]([CH3:16])[CH3:15])[C:4](=[O:18])[C:3]=1[C:19]1[NH:24][C:23]2[CH:25]=[CH:26][C:27]([NH:29][S:30]([CH3:33])(=[O:32])=[O:31])=[CH:28][C:22]=2[S:21](=[O:35])(=[O:34])[N:20]=1.[OH-].[Na+:37]. The catalyst is O. The product is [CH3:17][C:5]1([CH2:12][CH2:13][CH:14]([CH3:16])[CH3:15])[C:6]2[C:11](=[CH:10][CH:9]=[CH:8][CH:7]=2)[C:2]([O-:1])=[C:3]([C:19]2[NH:24][C:23]3[CH:25]=[CH:26][C:27]([NH:29][S:30]([CH3:33])(=[O:32])=[O:31])=[CH:28][C:22]=3[S:21](=[O:35])(=[O:34])[N:20]=2)[C:4]1=[O:18].[Na+:37]. The yield is 0.990. (5) The reactants are [Br:1][C:2]1[CH:3]=[C:4]([N:8]2[C:16]3[C:11](=[CH:12][C:13](I)=[CH:14][CH:15]=3)[C:10]([C:18]([O:20][CH3:21])=[O:19])=[N:9]2)[CH:5]=[CH:6][CH:7]=1.[CH3:22][C:23]1[N:24]=[CH:25][NH:26][CH:27]=1.CN[C@@H]1CCCC[C@H]1NC.C(=O)([O-])[O-].[Cs+].[Cs+].CN(C=O)C. No catalyst specified. The product is [Br:1][C:2]1[CH:3]=[C:4]([N:8]2[C:16]3[C:11](=[CH:12][C:13]([N:26]4[CH:27]=[C:23]([CH3:22])[N:24]=[CH:25]4)=[CH:14][CH:15]=3)[C:10]([C:18]([O:20][CH3:21])=[O:19])=[N:9]2)[CH:5]=[CH:6][CH:7]=1. The yield is 0.210. (6) The reactants are [CH:1]1([CH:6]([N:10]2[CH:14]=[C:13]([B:15]3[O:19][C:18]([CH3:21])([CH3:20])[C:17]([CH3:23])([CH3:22])[O:16]3)[CH:12]=[N:11]2)[CH2:7][C:8]#[N:9])[CH2:5][CH2:4][CH2:3][CH2:2]1. The catalyst is C(O)C. The product is [CH:1]1([C@H:6]([N:10]2[CH:14]=[C:13]([B:15]3[O:19][C:18]([CH3:21])([CH3:20])[C:17]([CH3:23])([CH3:22])[O:16]3)[CH:12]=[N:11]2)[CH2:7][C:8]#[N:9])[CH2:5][CH2:4][CH2:3][CH2:2]1. The yield is 0.945.